This data is from Forward reaction prediction with 1.9M reactions from USPTO patents (1976-2016). The task is: Predict the product of the given reaction. (1) Given the reactants F[CH:2]([C:24]1[CH:29]=[CH:28][CH:27]=[C:26]([C:30]2[NH:34][N:33]=[N:32][N:31]=2)[CH:25]=1)[C:3]1[CH:23]=[CH:22][C:6]([CH2:7][O:8][C:9]2[CH:14]=[CH:13][C:12]([C:15](=[O:17])[CH3:16])=[C:11]([OH:18])[C:10]=2[CH2:19][CH2:20][CH3:21])=[CH:5][CH:4]=1.[C:35](C1C=CC(OCC2C=CC(C(OC)C3C=C(C=CC=3)C#N)=CC=2)=C(CCC)C=1O)(=[O:37])C, predict the reaction product. The product is: [OH:18][C:11]1[C:10]([CH2:19][CH2:20][CH3:21])=[C:9]([O:8][CH2:7][C:6]2[CH:22]=[CH:23][C:3]([CH:2]([O:37][CH3:35])[C:24]3[CH:29]=[CH:28][CH:27]=[C:26]([C:30]4[NH:31][N:32]=[N:33][N:34]=4)[CH:25]=3)=[CH:4][CH:5]=2)[CH:14]=[CH:13][C:12]=1[C:15](=[O:17])[CH3:16]. (2) Given the reactants [Cl:1][C:2]1[CH:3]=[C:4]([C:11]2[CH:16]=[CH:15][C:14]([C:17]([N:19]3[CH2:24][CH2:23][CH:22]([C:25]([F:28])([F:27])[F:26])[CH2:21][CH2:20]3)=[O:18])=[CH:13][CH:12]=2)[CH:5]=[C:6]([Cl:10])[C:7]=1[CH2:8]O.C1(P(C2C=CC=CC=2)C2C=CC=CC=2)C=CC=CC=1.C(Br)(Br)(Br)[Br:49], predict the reaction product. The product is: [Br:49][CH2:8][C:7]1[C:2]([Cl:1])=[CH:3][C:4]([C:11]2[CH:16]=[CH:15][C:14]([C:17]([N:19]3[CH2:24][CH2:23][CH:22]([C:25]([F:28])([F:27])[F:26])[CH2:21][CH2:20]3)=[O:18])=[CH:13][CH:12]=2)=[CH:5][C:6]=1[Cl:10].